Dataset: Reaction yield outcomes from USPTO patents with 853,638 reactions. Task: Predict the reaction yield, written as a fraction of the theoretical maximum amount of product (1.0 means a 100% yield; for example, 0.34 means a 34% yield). (1) The reactants are [CH:1]1([C@@H:5]([NH:7][S:8]([C:10]([CH3:13])([CH3:12])[CH3:11])=[O:9])[CH3:6])[CH2:4][CH2:3][CH2:2]1.[H-].[Na+].Br[CH2:17][C:18]1[CH:23]=[CH:22][C:21]([F:24])=[CH:20][CH:19]=1. The catalyst is CN(C=O)C. The product is [CH:1]1([C@@H:5]([N:7]([CH2:17][C:18]2[CH:23]=[CH:22][C:21]([F:24])=[CH:20][CH:19]=2)[S:8]([C:10]([CH3:12])([CH3:11])[CH3:13])=[O:9])[CH3:6])[CH2:4][CH2:3][CH2:2]1. The yield is 0.680. (2) The reactants are [OH:1][C:2]1[CH:10]=[CH:9][C:5]([C:6]([OH:8])=[O:7])=[CH:4][C:3]=1[N+:11]([O-:13])=[O:12].[Si](C=[N+]=[N-])(C)(C)[CH3:15]. The catalyst is C1C=CC=CC=1.CO. The product is [N+:11]([C:3]1[CH:4]=[C:5]([CH:9]=[CH:10][C:2]=1[OH:1])[C:6]([O:8][CH3:15])=[O:7])([O-:13])=[O:12]. The yield is 0.750. (3) The reactants are [F:1][C:2]1[CH:7]=[CH:6][C:5]([C:8]2[N:9]=[C:10]3[CH:15]=[N:14][CH:13]=[CH:12][N:11]3[CH:16]=2)=[CH:4][CH:3]=1.I[C:18]1[CH:23]=[CH:22][N:21]=[C:20]([S:24][CH3:25])[N:19]=1.C([O-])([O-])=O.[Cs+].[Cs+].C1(P(C2C=CC=CC=2)C2C=CC=CC=2)C=CC=CC=1. The catalyst is O.C([O-])(=O)C.[Pd+2].C([O-])(=O)C.CN(C=O)C. The product is [F:1][C:2]1[CH:3]=[CH:4][C:5]([C:8]2[N:9]=[C:10]3[CH:15]=[N:14][CH:13]=[CH:12][N:11]3[C:16]=2[C:18]2[CH:23]=[CH:22][N:21]=[C:20]([S:24][CH3:25])[N:19]=2)=[CH:6][CH:7]=1. The yield is 0.410. (4) The reactants are [ClH:1].[C:2]1([CH:8]([N:14]2[CH2:19][CH2:18][S:17][CH2:16][CH2:15]2)[C:9]([O:11]CC)=[O:10])[CH:7]=[CH:6][CH:5]=[CH:4][CH:3]=1. The catalyst is O1CCOCC1. The product is [ClH:1].[C:2]1([CH:8]([N:14]2[CH2:15][CH2:16][S:17][CH2:18][CH2:19]2)[C:9]([OH:11])=[O:10])[CH:7]=[CH:6][CH:5]=[CH:4][CH:3]=1. The yield is 0.344. (5) The yield is 0.960. The product is [CH2:11]([N:30]([CH2:2][CH2:3][CH2:4][CH2:5][CH2:6][CH2:7][CH2:8][CH2:9][OH:10])[CH3:28])[C:12]1[CH:13]=[CH:14][CH:15]=[CH:16][CH:17]=1. The reactants are Cl[CH2:2][CH2:3][CH2:4][CH2:5][CH2:6][CH2:7][CH2:8][CH2:9][OH:10].[CH2:11](CN)[C:12]1[CH:17]=[CH:16][CH:15]=[CH:14][CH:13]=1.C(=O)([O-])[O-].[Na+].[Na+].[I-].[Na+].[C:28](#[N:30])C. The catalyst is CC(OC)(C)C. (6) The reactants are [OH:1][C:2]1[CH:3]=[C:4]([CH:9]=[CH:10][CH:11]=1)[C:5]([O:7][CH3:8])=[O:6].C([O-])([O-])=O.[K+].[K+].Cl[CH2:19][C:20]([N:22]([CH3:24])[CH3:23])=[O:21].Cl. The catalyst is CN(C=O)C. The product is [CH3:23][N:22]([CH3:24])[C:20](=[O:21])[CH2:19][O:1][C:2]1[CH:3]=[C:4]([CH:9]=[CH:10][CH:11]=1)[C:5]([O:7][CH3:8])=[O:6]. The yield is 0.940. (7) The reactants are [CH2:1]([C:9]1[CH:14]=[CH:13][C:12]([NH:15][S:16](NC(=O)OCCCl)(=[O:18])=[O:17])=[CH:11][CH:10]=1)[CH2:2][CH2:3][CH2:4][CH2:5][CH2:6][CH2:7][CH3:8].[CH3:26]CN(CC)CC.[NH2:33][C:34]1([CH2:41][C:42]([O-:44])=[O:43])[CH2:39][CH2:38][CH2:37][N:36]([CH3:40])[CH2:35]1. The catalyst is CC#N. The product is [CH3:40][N:36]1[CH2:37][CH2:38][CH2:39][C:34]([CH2:41][C:42]([O:44][CH3:26])=[O:43])([NH:33][S:16](=[O:17])(=[O:18])[NH:15][C:12]2[CH:11]=[CH:10][C:9]([CH2:1][CH2:2][CH2:3][CH2:4][CH2:5][CH2:6][CH2:7][CH3:8])=[CH:14][CH:13]=2)[CH2:35]1. The yield is 0.270.